This data is from Peptide-MHC class I binding affinity with 185,985 pairs from IEDB/IMGT. The task is: Regression. Given a peptide amino acid sequence and an MHC pseudo amino acid sequence, predict their binding affinity value. This is MHC class I binding data. (1) The peptide sequence is SIILEFFLMV. The MHC is HLA-A02:01 with pseudo-sequence HLA-A02:01. The binding affinity (normalized) is 0.789. (2) The peptide sequence is MRGAKRMAIL. The MHC is HLA-B08:01 with pseudo-sequence HLA-B08:01. The binding affinity (normalized) is 0.631. (3) The peptide sequence is TLAYTYEAY. The MHC is Mamu-A2201 with pseudo-sequence Mamu-A2201. The binding affinity (normalized) is 0.366.